Dataset: Forward reaction prediction with 1.9M reactions from USPTO patents (1976-2016). Task: Predict the product of the given reaction. (1) Given the reactants [Cl:1][C:2]1[CH:3]=[C:4]([CH:30]=[CH:31][C:32]=1[O:33][CH:34]([CH3:36])[CH3:35])[C:5]([NH:7][C@H:8]([CH2:27][CH2:28][OH:29])[CH2:9][C:10]1[CH:15]=[CH:14][C:13]([C:16]2[N:17]=[C:18]([C:22](=[N:24][O:25]C)[CH3:23])[N:19]([CH3:21])[CH:20]=2)=[CH:12][CH:11]=1)=[O:6].C[Mg+].[Br-].CCOCC, predict the reaction product. The product is: [Cl:1][C:2]1[CH:3]=[C:4]([CH:30]=[CH:31][C:32]=1[O:33][CH:34]([CH3:36])[CH3:35])[C:5]([NH:7][C@H:8]([CH2:27][CH2:28][OH:29])[CH2:9][C:10]1[CH:11]=[CH:12][C:13]([C:16]2[N:17]=[C:18]([C:22](=[N:24][OH:25])[CH3:23])[N:19]([CH3:21])[CH:20]=2)=[CH:14][CH:15]=1)=[O:6]. (2) Given the reactants Br[C:2]1[N:7]=[CH:6][C:5]([CH2:8][N:9]([CH3:11])[CH3:10])=[CH:4][CH:3]=1.C([Li])CCC.[CH2:17]1[O:27][C:20]2([CH2:25][CH2:24][C:23](=[O:26])[CH2:22][CH2:21]2)[O:19][CH2:18]1, predict the reaction product. The product is: [CH3:10][N:9]([CH2:8][C:5]1[CH:4]=[CH:3][C:2]([C:23]2([OH:26])[CH2:24][CH2:25][C:20]3([O:27][CH2:17][CH2:18][O:19]3)[CH2:21][CH2:22]2)=[N:7][CH:6]=1)[CH3:11]. (3) Given the reactants [Cl:1][C:2]1[CH:3]=[C:4]([CH2:12]O)[C:5]2[O:9][C:8](=[O:10])[NH:7][C:6]=2[CH:11]=1.S(Cl)([Cl:16])=O, predict the reaction product. The product is: [Cl:1][C:2]1[CH:3]=[C:4]([CH2:12][Cl:16])[C:5]2[O:9][C:8](=[O:10])[NH:7][C:6]=2[CH:11]=1.